This data is from Full USPTO retrosynthesis dataset with 1.9M reactions from patents (1976-2016). The task is: Predict the reactants needed to synthesize the given product. Given the product [CH2:4]([O:10][C:8]1[CH:9]=[C:2]([Cl:1])[C:3]([CH2:4][OH:5])=[C:6]([Cl:11])[CH:7]=1)[C:3]1[CH:6]=[CH:7][CH:8]=[CH:9][CH:2]=1, predict the reactants needed to synthesize it. The reactants are: [Cl:1][C:2]1[CH:9]=[C:8]([OH:10])[CH:7]=[C:6]([Cl:11])[C:3]=1[CH:4]=[O:5].[BH4-].[Na+].